From a dataset of Catalyst prediction with 721,799 reactions and 888 catalyst types from USPTO. Predict which catalyst facilitates the given reaction. (1) Reactant: C([Li])CCC.C(NC(C)C)(C)C.[N:13]1[CH:18]=[CH:17][CH:16]=[CH:15][C:14]=1[CH3:19].[CH:20]([C:22]1[CH:27]=[CH:26][C:25]([C:28]([O:30][CH3:31])=[O:29])=[CH:24][CH:23]=1)=[O:21].[Cl-].[NH4+]. Product: [OH:21][CH:20]([C:22]1[CH:23]=[CH:24][C:25]([C:28]([O:30][CH3:31])=[O:29])=[CH:26][CH:27]=1)[CH2:19][C:14]1[CH:15]=[CH:16][CH:17]=[CH:18][N:13]=1. The catalyst class is: 134. (2) Reactant: [Br:1][C:2]1[C:3]([N:16]([CH3:21])[S:17]([CH3:20])(=[O:19])=[O:18])=[CH:4][C:5]2[O:9][C:8](I)=[C:7]([C:11]([NH:13][CH3:14])=[O:12])[C:6]=2[CH:15]=1.C([O-])([O-])=O.[K+].[K+].[NH:28]1[CH:32]=[CH:31][N:30]=[CH:29]1. Product: [Br:1][C:2]1[C:3]([N:16]([CH3:21])[S:17]([CH3:20])(=[O:19])=[O:18])=[CH:4][C:5]2[O:9][C:8]([N:28]3[CH:32]=[CH:31][N:30]=[CH:29]3)=[C:7]([C:11]([NH:13][CH3:14])=[O:12])[C:6]=2[CH:15]=1. The catalyst class is: 3. (3) Reactant: C(=O)([O-])[O-].Cl.[NH:6]([C:8]1[C:9]([CH3:14])=[N:10][CH:11]=[CH:12][CH:13]=1)[NH2:7].C(O[CH:18]=[C:19]([C:22]#[N:23])[C:20]#[N:21])C. Product: [NH2:23][C:22]1[N:6]([C:8]2[C:9]([CH3:14])=[N:10][CH:11]=[CH:12][CH:13]=2)[N:7]=[CH:18][C:19]=1[C:20]#[N:21]. The catalyst class is: 61. (4) Reactant: [Br:1][C:2]1[C:3](=[O:10])[NH:4][C:5](=[O:9])[N:6]([CH3:8])[CH:7]=1.Br[CH2:12][C:13]([NH2:15])=[O:14].C([O-])([O-])=O.[K+].[K+]. Product: [Br:1][C:2]1[C:3](=[O:10])[N:4]([CH2:12][C:13]([NH2:15])=[O:14])[C:5](=[O:9])[N:6]([CH3:8])[CH:7]=1. The catalyst class is: 16. (5) Reactant: [NH2:1][C:2]1[CH:11]=[CH:10][C:5]2[NH:6][C:7](=[O:9])[NH:8][C:4]=2[CH:3]=1.[Cl:12][C:13]1[N:18]=[C:17](Cl)[C:16]([F:20])=[CH:15][N:14]=1.CO. Product: [Cl:12][C:13]1[N:18]=[C:17]([NH:1][C:2]2[CH:11]=[CH:10][C:5]3[NH:6][C:7](=[O:9])[NH:8][C:4]=3[CH:3]=2)[C:16]([F:20])=[CH:15][N:14]=1. The catalyst class is: 6.